From a dataset of Full USPTO retrosynthesis dataset with 1.9M reactions from patents (1976-2016). Predict the reactants needed to synthesize the given product. (1) Given the product [C:20]1([N:26]2[C:7]([NH2:9])=[CH:8][C:10]([C:11]3[CH:16]=[CH:15][N:14]=[CH:13][CH:12]=3)=[N:27]2)[CH:25]=[CH:24][CH:23]=[CH:22][CH:21]=1, predict the reactants needed to synthesize it. The reactants are: CC([O-])(C)C.[K+].[C:7](#[N:9])[CH3:8].[C:10](OC)(=O)[C:11]1[CH:16]=[CH:15][N:14]=[CH:13][CH:12]=1.[C:20]1([NH:26][NH2:27])[CH:25]=[CH:24][CH:23]=[CH:22][CH:21]=1. (2) Given the product [ClH:1].[ClH:1].[Cl:1][C:2]1[CH:3]=[CH:4][C:5]([N:8]2[CH2:13][CH2:12][CH:11]([NH2:14])[CH2:10][CH2:9]2)=[N:6][CH:7]=1, predict the reactants needed to synthesize it. The reactants are: [Cl:1][C:2]1[CH:3]=[CH:4][C:5]([N:8]2[CH2:13][CH2:12][CH:11]([NH:14]C(=O)OC(C)(C)C)[CH2:10][CH2:9]2)=[N:6][CH:7]=1.C1COCC1. (3) Given the product [Cl:1][C:2]1[CH:3]=[CH:4][C:5]([OH:8])=[C:6]([O:15][CH:11]2[CH2:14][CH2:13][CH2:12]2)[CH:7]=1, predict the reactants needed to synthesize it. The reactants are: [Cl:1][C:2]1[CH:3]=[C:4](O)[C:5]([O:8]C)=[CH:6][CH:7]=1.[CH:11]1([OH:15])[CH2:14][CH2:13][CH2:12]1.C1(P(C2C=CC=CC=2)C2C=CC=CC=2)C=CC=CC=1.CC(OC(/N=N/C(OC(C)C)=O)=O)C.C(N(CC)CCS)C.CC(C)([O-])C.[Na+].